From a dataset of Reaction yield outcomes from USPTO patents with 853,638 reactions. Predict the reaction yield, written as a fraction of the theoretical maximum amount of product (1.0 means a 100% yield; for example, 0.34 means a 34% yield). The reactants are [F:1][C:2]1[CH:7]=[C:6]([C:8]([F:11])([F:10])[F:9])[CH:5]=[C:4]([C@@:12]([C:22]2[CH:27]=[CH:26][C:25]([F:28])=[CH:24][CH:23]=2)([N+:20]#[C-:21])[CH2:13][C:14]2[CH:19]=[CH:18][CH:17]=[CH:16][CH:15]=2)[CH:3]=1.[F:29][C:30]([F:35])([F:34])[CH2:31][CH:32]=[O:33].N1C=CC=CC=1.FC(F)(F)C(O)=[O:45]. The catalyst is C(Cl)Cl. The product is [F:29][C:30]([F:35])([F:34])[CH2:31][C@H:32]([OH:33])[C:21]([NH:20][C@@:12]([C:4]1[CH:5]=[C:6]([C:8]([F:10])([F:11])[F:9])[CH:7]=[C:2]([F:1])[CH:3]=1)([C:22]1[CH:27]=[CH:26][C:25]([F:28])=[CH:24][CH:23]=1)[CH2:13][C:14]1[CH:15]=[CH:16][CH:17]=[CH:18][CH:19]=1)=[O:45].[F:29][C:30]([F:35])([F:34])[CH2:31][C@@H:32]([OH:33])[C:21]([NH:20][C@@:12]([C:4]1[CH:5]=[C:6]([C:8]([F:10])([F:11])[F:9])[CH:7]=[C:2]([F:1])[CH:3]=1)([C:22]1[CH:27]=[CH:26][C:25]([F:28])=[CH:24][CH:23]=1)[CH2:13][C:14]1[CH:15]=[CH:16][CH:17]=[CH:18][CH:19]=1)=[O:45]. The yield is 0.360.